Dataset: Forward reaction prediction with 1.9M reactions from USPTO patents (1976-2016). Task: Predict the product of the given reaction. (1) Given the reactants [Cl:1][C:2]1[N:7]=[C:6]([C:8]([O:10][CH2:11][CH3:12])=[O:9])[C:5](F)=[CH:4][N:3]=1.[NH:14]1[CH2:19][CH2:18][O:17][CH2:16][CH2:15]1, predict the reaction product. The product is: [Cl:1][C:2]1[N:7]=[C:6]([C:8]([O:10][CH2:11][CH3:12])=[O:9])[C:5]([N:14]2[CH2:19][CH2:18][O:17][CH2:16][CH2:15]2)=[CH:4][N:3]=1. (2) Given the reactants [C:1]1([S:7][C:8]2[CH:9]=[C:10]([CH2:14]O)[CH:11]=[CH:12][CH:13]=2)[CH:6]=[CH:5][CH:4]=[CH:3][CH:2]=1.[C:16]1(=[O:26])[NH:20][C:19](=[O:21])[C:18]2=[CH:22][CH:23]=[CH:24][CH:25]=[C:17]12.CCOC(/N=N/C(OCC)=O)=O.C1(P(C2C=CC=CC=2)C2C=CC=CC=2)C=CC=CC=1, predict the reaction product. The product is: [C:1]1([S:7][C:8]2[CH:9]=[C:10]([CH:11]=[CH:12][CH:13]=2)[CH2:14][N:20]2[C:16](=[O:26])[C:17]3[C:18](=[CH:22][CH:23]=[CH:24][CH:25]=3)[C:19]2=[O:21])[CH:2]=[CH:3][CH:4]=[CH:5][CH:6]=1. (3) Given the reactants [CH3:1][C:2]1[C:8]([CH3:9])=[CH:7][CH:6]=[C:5]([N+:10]([O-:12])=[O:11])[C:3]=1[NH2:4].[C:13](Cl)(Cl)=[S:14], predict the reaction product. The product is: [CH3:1][C:2]1[C:8]([CH3:9])=[CH:7][CH:6]=[C:5]([N+:10]([O-:12])=[O:11])[C:3]=1[N:4]=[C:13]=[S:14]. (4) Given the reactants Cl[CH2:2][CH2:3][O:4][C:5]1[CH:14]=[C:13]2[C:8]([C:9]([NH:17][C:18]3[CH:23]=[C:22]([O:24][CH3:25])[C:21]([Cl:26])=[CH:20][C:19]=3[Cl:27])=[C:10]([C:15]#[N:16])[CH:11]=[N:12]2)=[CH:7][C:6]=1[O:28][CH3:29].[CH3:30][N:31]1[CH2:36][CH2:35][NH:34][CH2:33][CH2:32]1, predict the reaction product. The product is: [Cl:27][C:19]1[CH:20]=[C:21]([Cl:26])[C:22]([O:24][CH3:25])=[CH:23][C:18]=1[NH:17][C:9]1[C:8]2[C:13](=[CH:14][C:5]([O:4][CH2:3][CH2:2][N:34]3[CH2:35][CH2:36][N:31]([CH3:30])[CH2:32][CH2:33]3)=[C:6]([O:28][CH3:29])[CH:7]=2)[N:12]=[CH:11][C:10]=1[C:15]#[N:16].